From a dataset of Forward reaction prediction with 1.9M reactions from USPTO patents (1976-2016). Predict the product of the given reaction. (1) Given the reactants [C:1]([O:5][C:6](=[O:16])[NH:7][C:8]1[C:13]([CH3:14])=[CH:12][C:11]([Br:15])=[CH:10][N:9]=1)([CH3:4])([CH3:3])[CH3:2].[H-].[Na+].I[CH3:20], predict the reaction product. The product is: [C:1]([O:5][C:6](=[O:16])[N:7]([C:8]1[C:13]([CH3:14])=[CH:12][C:11]([Br:15])=[CH:10][N:9]=1)[CH3:20])([CH3:4])([CH3:2])[CH3:3]. (2) Given the reactants [Cl:1][C:2]1[C:3]([C:8]2[CH:16]=[CH:15][C:11]([C:12]([OH:14])=O)=[CH:10][CH:9]=2)=[N:4][CH:5]=[CH:6][CH:7]=1.[C:17]([C:21]1[CH:27]=[CH:26][C:24]([NH2:25])=[CH:23][CH:22]=1)([CH3:20])([CH3:19])[CH3:18].CN([P+](ON1N=NC2C=CC=CC1=2)(N(C)C)N(C)C)C.F[P-](F)(F)(F)(F)F.C(N(CC)CC)C, predict the reaction product. The product is: [C:17]([C:21]1[CH:22]=[CH:23][C:24]([NH:25][C:12](=[O:14])[C:11]2[CH:10]=[CH:9][C:8]([C:3]3[C:2]([Cl:1])=[CH:7][CH:6]=[CH:5][N:4]=3)=[CH:16][CH:15]=2)=[CH:26][CH:27]=1)([CH3:20])([CH3:18])[CH3:19]. (3) Given the reactants [F:1][C:2]1[C:11]([NH:12][S:13]([CH2:16][CH2:17][CH2:18][F:19])(=[O:15])=[O:14])=[CH:10][CH:9]=[C:8]([F:20])[C:3]=1[C:4]([O:6]C)=[O:5], predict the reaction product. The product is: [F:1][C:2]1[C:11]([NH:12][S:13]([CH2:16][CH2:17][CH2:18][F:19])(=[O:14])=[O:15])=[CH:10][CH:9]=[C:8]([F:20])[C:3]=1[C:4]([OH:6])=[O:5]. (4) Given the reactants I[C:2]1[CH:11]=[CH:10][C:5]([C:6]([O:8][CH3:9])=[O:7])=[CH:4][CH:3]=1.[O:12]1[CH2:17][CH2:16][CH:15]([CH:18]=[O:19])[CH2:14][CH2:13]1.[CH2:20]1COCC1, predict the reaction product. The product is: [OH:19][CH:18]([CH:15]1[CH2:16][CH2:17][O:12][CH2:13][CH2:14]1)[C:2]1[CH:11]=[CH:10][C:5]([C:6]([O:8][CH2:9][CH3:20])=[O:7])=[CH:4][CH:3]=1. (5) Given the reactants [CH3:1][N:2]1[CH2:7][CH2:6][CH:5]([OH:8])[CH2:4][CH2:3]1.[H-].[Na+].F[C:12]1[CH:13]=[C:14]([CH:17]=[CH:18][CH:19]=1)[C:15]#[N:16], predict the reaction product. The product is: [CH3:1][N:2]1[CH2:7][CH2:6][CH:5]([O:8][C:12]2[CH:13]=[C:14]([CH:17]=[CH:18][CH:19]=2)[C:15]#[N:16])[CH2:4][CH2:3]1. (6) The product is: [OH:25][C@@H:24]1[C@H:23]([OH:26])[C@@H:22]([CH2:27][OH:28])[O:21][C@H:20]1[N:17]1[CH:16]=[N:15][C:14]2[C:18]1=[N:19][C:11]([N:9]1[CH:10]=[C:6]([C:4]([NH:31][CH3:30])=[O:3])[CH:7]=[N:8]1)=[N:12][C:13]=2[NH2:29]. Given the reactants C([O:3][C:4]([C:6]1[CH:7]=[N:8][N:9]([C:11]2[N:19]=[C:18]3[C:14]([N:15]=[CH:16][N:17]3[C@H:20]3[C@H:24]([OH:25])[C@H:23]([OH:26])[C@@H:22]([CH2:27][OH:28])[O:21]3)=[C:13]([NH2:29])[N:12]=2)[CH:10]=1)=O)C.[CH3:30][NH2:31], predict the reaction product. (7) Given the reactants [C:1]1([C@H:7]([O:33]C(=O)C)[C:8](=[O:32])[N:9]([C:22]2[CH:23]=[N:24][C:25]3[C:30]([CH:31]=2)=[CH:29][CH:28]=[CH:27][CH:26]=3)[CH2:10][CH2:11][C:12]2[CH:17]=[CH:16][C:15]([C:18]([F:21])([F:20])[F:19])=[CH:14][CH:13]=2)[CH:6]=[CH:5][CH:4]=[CH:3][CH:2]=1.O.[OH-].[Li+], predict the reaction product. The product is: [OH:33][C@@H:7]([C:1]1[CH:6]=[CH:5][CH:4]=[CH:3][CH:2]=1)[C:8]([N:9]([C:22]1[CH:23]=[N:24][C:25]2[C:30]([CH:31]=1)=[CH:29][CH:28]=[CH:27][CH:26]=2)[CH2:10][CH2:11][C:12]1[CH:17]=[CH:16][C:15]([C:18]([F:19])([F:20])[F:21])=[CH:14][CH:13]=1)=[O:32].